Task: Predict the reaction yield, written as a fraction of the theoretical maximum amount of product (1.0 means a 100% yield; for example, 0.34 means a 34% yield).. Dataset: Reaction yield outcomes from USPTO patents with 853,638 reactions (1) The reactants are [NH:1]([CH2:7][CH2:8][CH2:9][C:10]#[N:11])[CH2:2][CH2:3][CH2:4][C:5]#[N:6].C(N(CC)CC)C.[CH2:19]([O:21][P:22](Cl)([O:24][CH2:25][CH3:26])=[O:23])[CH3:20]. The catalyst is ClCCl. The product is [CH2:19]([O:21][P:22]([N:1]([CH2:2][CH2:3][CH2:4][C:5]#[N:6])[CH2:7][CH2:8][CH2:9][C:10]#[N:11])([O:24][CH2:25][CH3:26])=[O:23])[CH3:20]. The yield is 0.750. (2) The reactants are [CH3:1][CH:2]1[C:11]2[C:6](=[C:7]([CH3:16])[CH:8]=[C:9]([C:13]([OH:15])=O)[C:10]=2[CH3:12])[S:5](=[O:18])(=[O:17])[CH2:4][CH2:3]1.[CH2:19]([N:21]1[C:25]([OH:26])=[CH:24][CH:23]=[N:22]1)[CH3:20].C1(N=C=NC2CCCCC2)CCCCC1.C(=O)([O-])[O-].[K+].[K+]. The catalyst is C(O)(CC)(C)C. The product is [CH3:1][CH:2]1[C:11]2[C:6](=[C:7]([CH3:16])[CH:8]=[C:9]([C:13]([C:24]3[CH:23]=[N:22][N:21]([CH2:19][CH3:20])[C:25]=3[OH:26])=[O:15])[C:10]=2[CH3:12])[S:5](=[O:18])(=[O:17])[CH2:4][CH2:3]1. The yield is 0.510. (3) The reactants are [OH:1][C:2]1[C:15](=[O:16])[C:14]2[C:13]3[CH:12]=[CH:11][C:10]([CH3:18])([CH3:17])[O:9][C:8]=3[CH:7]=[CH:6][C:5]=2[C:4](=[O:19])[CH:3]=1.CCCCCC.C(O)(=O)C. The catalyst is C(OCC)(=O)C.[Pt](=O)=O. The product is [OH:1][C:2]1[C:15](=[O:16])[C:14]2[C:13]3[CH2:12][CH2:11][C:10]([CH3:17])([CH3:18])[O:9][C:8]=3[CH:7]=[CH:6][C:5]=2[C:4](=[O:19])[CH:3]=1. The yield is 0.790. (4) The reactants are Cl[C:2]1[CH:7]=[CH:6][N:5]=[C:4]([C:8]2[CH:13]=[CH:12][CH:11]=[CH:10][CH:9]=2)[CH:3]=1.P([O-])([O-])([O-])=O.[K+].[K+].[K+].[CH3:22][C:23]1(C)[C:27](C)(C)OB(C(C)=C)O1. The catalyst is C1(C)C=CC=CC=1.O.C1C=CC(/C=C/C(/C=C/C2C=CC=CC=2)=O)=CC=1.C1C=CC(/C=C/C(/C=C/C2C=CC=CC=2)=O)=CC=1.C1C=CC(/C=C/C(/C=C/C2C=CC=CC=2)=O)=CC=1.[Pd].[Pd].COC1C=CC=C(OC)C=1C1C=CC=CC=1P(C1CCCCC1)C1CCCCC1. The product is [C:8]1([C:4]2[CH:3]=[C:2]([C:23]([CH3:27])=[CH2:22])[CH:7]=[CH:6][N:5]=2)[CH:13]=[CH:12][CH:11]=[CH:10][CH:9]=1. The yield is 0.900. (5) The reactants are [OH:1][C:2]1[CH:7]=[CH:6][C:5]([N:8]2[C:13](=[O:14])[C:12]([CH2:15][C:16]3[CH:21]=[CH:20][C:19]([C:22]4[C:23]([C:28]#[N:29])=[CH:24][CH:25]=[CH:26][CH:27]=4)=[CH:18][CH:17]=3)=[C:11]([CH2:30][CH2:31][CH3:32])[N:10]=[C:9]2[CH3:33])=[CH:4][CH:3]=1.[Si:34]([O:41][CH:42]1[CH2:47][CH2:46][CH:45](O)[CH2:44][CH2:43]1)([C:37]([CH3:40])([CH3:39])[CH3:38])([CH3:36])[CH3:35].C1(P(C2C=CC=CC=2)C2C=CC=CC=2)C=CC=CC=1.[N:69]([C:70]([O:72]C(C)C)=[O:71])=[N:69][C:70]([O:72]C(C)C)=[O:71]. The catalyst is O1CCCC1.O.C(OCC)(=O)C. The product is [Si:34]([O:41][CH:42]1[CH2:47][CH2:46][CH:45]([O:1][C:2]2[CH:3]=[CH:4][C:5]([N:8]3[C:13](=[O:14])[C:12]([CH2:15][C:16]4[CH:21]=[CH:20][C:19]([C:22]5[CH:27]=[CH:26][CH:25]=[CH:24][C:23]=5[C:28]5[NH:69][C:70](=[O:71])[O:72][N:29]=5)=[CH:18][CH:17]=4)=[C:11]([CH2:30][CH2:31][CH3:32])[N:10]=[C:9]3[CH3:33])=[CH:6][CH:7]=2)[CH2:44][CH2:43]1)([C:37]([CH3:40])([CH3:39])[CH3:38])([CH3:36])[CH3:35]. The yield is 0.880. (6) The reactants are [Br:1][C:2]1[CH:18]=[CH:17][C:5]2[C:6]3[N:7]=[C:8]([C:14]([OH:16])=O)[S:9][C:10]=3[CH2:11][CH2:12][O:13][C:4]=2[CH:3]=1.[C:19]([O:23][C:24]([NH:26][NH:27][CH:28]([CH3:30])[CH3:29])=[O:25])([CH3:22])([CH3:21])[CH3:20].CCN(C(C)C)C(C)C.CN(C(ON1N=NC2C=CC=NC1=2)=[N+](C)C)C.F[P-](F)(F)(F)(F)F. The catalyst is CN(C=O)C. The product is [C:19]([O:23][C:24]([NH:26][N:27]([C:14]([C:8]1[S:9][C:10]2[CH2:11][CH2:12][O:13][C:4]3[CH:3]=[C:2]([Br:1])[CH:18]=[CH:17][C:5]=3[C:6]=2[N:7]=1)=[O:16])[CH:28]([CH3:30])[CH3:29])=[O:25])([CH3:22])([CH3:21])[CH3:20]. The yield is 0.800. (7) The reactants are Br[C:2]1[C:3]([N:20]2[CH2:25][CH2:24][N:23]([C:26]([O:28][C:29]([CH3:32])([CH3:31])[CH3:30])=[O:27])[CH2:22][CH2:21]2)=[C:4]2[CH:10]=[N:9][N:8]([CH2:11][C:12]3[CH:17]=[CH:16][C:15]([O:18][CH3:19])=[CH:14][CH:13]=3)[C:5]2=[N:6][CH:7]=1.[F:33][C:34]1[CH:35]=[C:36](B(O)O)[CH:37]=[CH:38][CH:39]=1.C([O-])([O-])=O.[Cs+].[Cs+]. The catalyst is O1CCOCC1.C1C=CC([P]([Pd]([P](C2C=CC=CC=2)(C2C=CC=CC=2)C2C=CC=CC=2)([P](C2C=CC=CC=2)(C2C=CC=CC=2)C2C=CC=CC=2)[P](C2C=CC=CC=2)(C2C=CC=CC=2)C2C=CC=CC=2)(C2C=CC=CC=2)C2C=CC=CC=2)=CC=1.O.CCOCC. The product is [F:33][C:34]1[CH:39]=[C:38]([C:2]2[C:3]([N:20]3[CH2:25][CH2:24][N:23]([C:26]([O:28][C:29]([CH3:32])([CH3:31])[CH3:30])=[O:27])[CH2:22][CH2:21]3)=[C:4]3[CH:10]=[N:9][N:8]([CH2:11][C:12]4[CH:17]=[CH:16][C:15]([O:18][CH3:19])=[CH:14][CH:13]=4)[C:5]3=[N:6][CH:7]=2)[CH:37]=[CH:36][CH:35]=1. The yield is 0.810.